From a dataset of Peptide-MHC class II binding affinity with 134,281 pairs from IEDB. Regression. Given a peptide amino acid sequence and an MHC pseudo amino acid sequence, predict their binding affinity value. This is MHC class II binding data. The peptide sequence is SQDLELSWNLNGIQAY. The MHC is DRB1_0802 with pseudo-sequence DRB1_0802. The binding affinity (normalized) is 0.361.